Predict which catalyst facilitates the given reaction. From a dataset of Catalyst prediction with 721,799 reactions and 888 catalyst types from USPTO. (1) Reactant: [N:1]1[CH:6]=[C:5]([CH:7]=[CH:8][C:9]([O:11][CH2:12][CH3:13])=[O:10])[CH:4]=[N:3][CH:2]=1. Product: [N:1]1[CH:6]=[C:5]([CH2:7][CH2:8][C:9]([O:11][CH2:12][CH3:13])=[O:10])[CH:4]=[N:3][CH:2]=1. The catalyst class is: 29. (2) Reactant: [F:1][C:2]([F:22])([F:21])[C:3]1[C:11]2[CH2:10][CH2:9][CH2:8][CH2:7][C:6]=2[N:5]([C:12]2[CH:20]=[CH:19][C:15]([C:16]([OH:18])=O)=[CH:14][CH:13]=2)[N:4]=1.[CH:23]([N:26](C(C)C)CC)(C)C.C(N1C=CN=C1)(N1C=CN=C1)=O.Cl.CN. Product: [CH3:23][NH:26][C:16](=[O:18])[C:15]1[CH:19]=[CH:20][C:12]([N:5]2[C:6]3[CH2:7][CH2:8][CH2:9][CH2:10][C:11]=3[C:3]([C:2]([F:1])([F:22])[F:21])=[N:4]2)=[CH:13][CH:14]=1. The catalyst class is: 4. (3) Reactant: Cl.[CH3:2][O:3][C:4](=[O:7])[CH2:5][NH2:6].C(N(C(C)C)CC)(C)C.C1OCCOCCOCCOCCOCCOC1.[F-].[K+].F[C:38]1[CH:43]=[CH:42][CH:41]=[CH:40][C:39]=1[N+:44]([O-:46])=[O:45].S([O-])(O)(=O)=O.[K+]. Product: [CH3:2][O:3][C:4](=[O:7])[CH2:5][NH:6][C:38]1[CH:43]=[CH:42][CH:41]=[CH:40][C:39]=1[N+:44]([O-:46])=[O:45]. The catalyst class is: 115. (4) Reactant: [OH:1][CH2:2][C@@H:3]1[O:7]C(C)(C)[O:5][C@H:4]1[CH2:10][O:11][C:12]1[C:21](=[O:22])[N:20]2[CH2:23][CH2:24][C:25]([CH3:27])([CH3:26])[C:18]3[C:19]2=[C:14]([CH:15]=[CH:16][CH:17]=3)[N:13]=1. Product: [CH3:26][C:25]1([CH3:27])[C:18]2[C:19]3[N:20]([C:21](=[O:22])[C:12]([O:11][CH2:10][C@H:4]([OH:5])[C@@H:3]([OH:7])[CH2:2][OH:1])=[N:13][C:14]=3[CH:15]=[CH:16][CH:17]=2)[CH2:23][CH2:24]1. The catalyst class is: 86. (5) Reactant: CO[C:3]1[CH:8]=[CH:7][C:6]([C:9]2[C:10]([C:17]3[CH:22]=[CH:21][CH:20]=[CH:19][CH:18]=3)=[CH:11][C:12]([O:15][CH3:16])=[CH:13][CH:14]=2)=[CH:5][CH:4]=1.II.C1(C)C=CC=CC=1.C1[O:35][CH:33]1C. Product: [CH3:33][O:35][C:21]1[CH:20]=[CH:19][C:18]2[C:7]3[C:6](=[CH:5][CH:4]=[CH:3][CH:8]=3)[C:9]3[C:10](=[CH:11][C:12]([O:15][CH3:16])=[CH:13][CH:14]=3)[C:17]=2[CH:22]=1. The catalyst class is: 6.